The task is: Regression/Classification. Given a drug SMILES string, predict its absorption, distribution, metabolism, or excretion properties. Task type varies by dataset: regression for continuous measurements (e.g., permeability, clearance, half-life) or binary classification for categorical outcomes (e.g., BBB penetration, CYP inhibition). Dataset: cyp3a4_veith.. This data is from CYP3A4 inhibition data for predicting drug metabolism from PubChem BioAssay. The compound is C[C@@H](CN)CC(=O)O.C[C@@H](CN)CC(=O)O.O=S(=O)(O)c1cccc2c(S(=O)(=O)O)cccc12. The result is 0 (non-inhibitor).